From a dataset of Reaction yield outcomes from USPTO patents with 853,638 reactions. Predict the reaction yield, written as a fraction of the theoretical maximum amount of product (1.0 means a 100% yield; for example, 0.34 means a 34% yield). (1) The reactants are [C:1]([O:4][CH:5]1[C:9]2[N:10]=[CH:11][N:12]=[C:13](Cl)[C:8]=2[C@H:7]([CH3:15])[CH2:6]1)(=[O:3])[CH3:2].[C:16]([N:23]1[CH2:28][CH2:27][NH:26][CH2:25][CH2:24]1)([O:18][C:19]([CH3:22])([CH3:21])[CH3:20])=[O:17]. The product is [C:1]([O:4][CH:5]1[C:9]2[N:10]=[CH:11][N:12]=[C:13]([N:26]3[CH2:25][CH2:24][N:23]([C:16]([O:18][C:19]([CH3:22])([CH3:21])[CH3:20])=[O:17])[CH2:28][CH2:27]3)[C:8]=2[C@H:7]([CH3:15])[CH2:6]1)(=[O:3])[CH3:2]. The catalyst is CN1C(=O)CCC1.C(OCC)(=O)C. The yield is 0.720. (2) The reactants are [Cl:1][C:2]1[C:9]([CH3:10])=[C:8]([Cl:11])[CH:7]=[C:4]([CH:5]=O)[C:3]=1[OH:12].[F:13][C:14]([F:23])([F:22])/[CH:15]=[CH:16]/[C:17]([O:19][CH2:20][CH3:21])=[O:18].C(N(CC)CC)C. The catalyst is CS(C)=O.C(OCC)(=O)C. The product is [Cl:11][C:8]1[C:9]([CH3:10])=[C:2]([Cl:1])[C:3]2[O:12][CH:15]([C:14]([F:13])([F:23])[F:22])[C:16]([C:17]([O:19][CH2:20][CH3:21])=[O:18])=[CH:5][C:4]=2[CH:7]=1. The yield is 0.840. (3) The reactants are C([N:3]([CH2:6][CH3:7])[CH2:4][CH3:5])C.[Cl:8][C:9]1[CH:10]=[C:11]([N:16]2[C:20]3=[N:21][CH:22]=[C:23]([S:24](Cl)(=[O:26])=[O:25])[N:19]3[C@:18]([CH3:40])([CH2:28][C:29]3[CH:34]=[CH:33][C:32]([O:35][C:36]([F:39])([F:38])[F:37])=[CH:31][CH:30]=3)[C:17]2=[O:41])[CH:12]=[C:13]([Cl:15])[CH:14]=1.CCO[C:45]([CH3:47])=[O:46].C[N:49]([CH:51]=[O:52])C. The catalyst is C(Cl)Cl. The product is [OH:46][CH2:45][CH2:47][NH:49][C:51]([C@@H:6]1[CH2:7][CH2:5][CH2:4][N:3]1[S:24]([C:23]1[N:19]2[C@:18]([CH3:40])([CH2:28][C:29]3[CH:34]=[CH:33][C:32]([O:35][C:36]([F:39])([F:38])[F:37])=[CH:31][CH:30]=3)[C:17](=[O:41])[N:16]([C:11]3[CH:10]=[C:9]([Cl:8])[CH:14]=[C:13]([Cl:15])[CH:12]=3)[C:20]2=[N:21][CH:22]=1)(=[O:26])=[O:25])=[O:52]. The yield is 0.850. (4) The reactants are [Br:1][C:2]1[C:3]([CH3:11])=[C:4]([C:7]([OH:10])=[CH:8][CH:9]=1)[CH:5]=O.C(=O)([O-])[O-].[K+].[K+].[C:18]([O:21][CH2:22][CH3:23])(=[O:20])[CH3:19].CCCCCC. The catalyst is CN(C=O)C. The product is [CH2:22]([O:21][C:18]([C:19]1[O:10][C:7]2[CH:8]=[CH:9][C:2]([Br:1])=[C:3]([CH3:11])[C:4]=2[CH:5]=1)=[O:20])[CH3:23]. The yield is 0.696. (5) The reactants are [Br:1][C:2]1[CH:7]=[CH:6][C:5]([C:8](=O)[CH2:9][C:10]2[CH:15]=[CH:14][CH:13]=[CH:12][CH:11]=2)=[CH:4][CH:3]=1.[CH2:17]([O:19][C:20]1[CH:21]=[C:22]([CH:25]=[C:26]([N+:29]([O-:31])=[O:30])[C:27]=1[OH:28])[CH:23]=O)[CH3:18].[NH2:32][C:33]([NH2:35])=[O:34].Cl. The catalyst is CCO. The product is [Br:1][C:2]1[CH:7]=[CH:6][C:5]([C:8]2[NH:35][C:33](=[O:34])[NH:32][CH:23]([C:22]3[CH:25]=[C:26]([N+:29]([O-:31])=[O:30])[C:27]([OH:28])=[C:20]([O:19][CH2:17][CH3:18])[CH:21]=3)[C:9]=2[C:10]2[CH:15]=[CH:14][CH:13]=[CH:12][CH:11]=2)=[CH:4][CH:3]=1. The yield is 0.340. (6) The reactants are Br[C:2]1[N:3]([CH2:21][CH:22]2[O:26][CH2:25][CH2:24][O:23]2)[C:4]2[C:9]([C:10]=1[CH:11]1[CH2:16][CH2:15][CH2:14][CH2:13][CH2:12]1)=[CH:8][CH:7]=[C:6]([C:17]([O:19][CH3:20])=[O:18])[CH:5]=2.C([O-])([O-])=O.[Na+].[Na+].[CH3:33][O:34][C:35]1[CH:40]=[CH:39][C:38](B(O)O)=[C:37]([CH:44]=[O:45])[CH:36]=1. The catalyst is O1CCOCC1.[Pd](Cl)Cl.C1(P(C2C=CC=CC=2)C2C=CC=CC=2)C=CC=CC=1.C1(P(C2C=CC=CC=2)C2C=CC=CC=2)C=CC=CC=1. The product is [CH:11]1([C:10]2[C:9]3[C:4](=[CH:5][C:6]([C:17]([O:19][CH3:20])=[O:18])=[CH:7][CH:8]=3)[N:3]([CH2:21][CH:22]3[O:23][CH2:24][CH2:25][O:26]3)[C:2]=2[C:38]2[CH:39]=[CH:40][C:35]([O:34][CH3:33])=[CH:36][C:37]=2[CH:44]=[O:45])[CH2:16][CH2:15][CH2:14][CH2:13][CH2:12]1. The yield is 0.720. (7) The product is [CH3:1][O:2][C:3]([C:5]1[S:9][C:8]([CH2:10][Br:26])=[N:7][C:6]=1[C:11]1[CH:12]=[CH:13][C:14]([O:17][CH3:18])=[CH:15][CH:16]=1)=[O:4]. The yield is 0.240. The reactants are [CH3:1][O:2][C:3]([C:5]1[S:9][C:8]([CH3:10])=[N:7][C:6]=1[C:11]1[CH:16]=[CH:15][C:14]([O:17][CH3:18])=[CH:13][CH:12]=1)=[O:4].C1C(=O)N([Br:26])C(=O)C1.CC(N=NC(C#N)(C)C)(C#N)C. The catalyst is C(Cl)(Cl)(Cl)Cl. (8) The reactants are Cl.[CH2:2]([O:4][C:5](=[O:16])[C:6]([CH3:15])([S:8][CH:9]1[CH2:14][CH2:13][NH:12][CH2:11][CH2:10]1)[CH3:7])[CH3:3].C(N(CC)C(C)C)(C)C.[CH3:26][S:27](Cl)(=[O:29])=[O:28]. The catalyst is C1COCC1. The product is [CH2:2]([O:4][C:5](=[O:16])[C:6]([S:8][CH:9]1[CH2:10][CH2:11][N:12]([S:27]([CH3:26])(=[O:29])=[O:28])[CH2:13][CH2:14]1)([CH3:15])[CH3:7])[CH3:3]. The yield is 0.420.